Dataset: Catalyst prediction with 721,799 reactions and 888 catalyst types from USPTO. Task: Predict which catalyst facilitates the given reaction. (1) Reactant: [CH2:1]([N:5]1[C:14]2[C:9](=[CH:10][CH:11]=[CH:12][CH:13]=2)[N:8]([C:15]([N:17]2[CH2:21][CH2:20][CH:19]([C:22]3[CH:23]=[N:24][CH:25]=[CH:26][CH:27]=3)[CH2:18]2)=[O:16])[CH2:7][CH2:6]1)[CH2:2][CH2:3][CH3:4].[ClH:28]. Product: [ClH:28].[CH2:1]([N:5]1[C:14]2[C:9](=[CH:10][CH:11]=[CH:12][CH:13]=2)[N:8]([C:15]([N:17]2[CH2:21][CH2:20][CH:19]([C:22]3[CH:23]=[N:24][CH:25]=[CH:26][CH:27]=3)[CH2:18]2)=[O:16])[CH2:7][CH2:6]1)[CH2:2][CH2:3][CH3:4]. The catalyst class is: 363. (2) Reactant: N1C=CC=C(C(Cl)=O)C=1.[CH3:10][O:11][C:12]1[CH:13]=[C:14]2[C:19](=[CH:20][C:21]=1[O:22][CH3:23])[N:18]=[CH:17][CH:16]=[C:15]2[O:24][C:25]1[CH:31]=[CH:30][C:28]([NH2:29])=[CH:27][CH:26]=1.[N:32]1[CH:37]=[CH:36][CH:35]=[C:34]([C:38]([N:40]=[C:41]=[S:42])=[O:39])[CH:33]=1. Product: [N:32]1[CH:37]=[CH:36][CH:35]=[C:34]([C:38]([N:40]=[C:41]=[S:42])=[O:39])[CH:33]=1.[CH3:10][O:11][C:12]1[CH:13]=[C:14]2[C:19](=[CH:20][C:21]=1[O:22][CH3:23])[N:18]=[CH:17][CH:16]=[C:15]2[O:24][C:25]1[CH:31]=[CH:30][C:28]([NH:29][C:41]([NH:40][C:38]([C:34]2[CH:33]=[N:32][CH:37]=[CH:36][CH:35]=2)=[O:39])=[S:42])=[CH:27][CH:26]=1. The catalyst class is: 234. (3) Reactant: [CH3:1][O:2][C:3]1[CH:8]=[CH:7][C:6]([CH3:9])=[C:5]([N+:10]([O-:12])=[O:11])[CH:4]=1.C1C(=O)N([Br:20])C(=O)C1.C(OOC(=O)C1C=CC=CC=1)(=O)C1C=CC=CC=1. Product: [Br:20][CH2:9][C:6]1[CH:7]=[CH:8][C:3]([O:2][CH3:1])=[CH:4][C:5]=1[N+:10]([O-:12])=[O:11]. The catalyst class is: 53. (4) Reactant: [N:1]([CH:4]1[CH2:7][N:6]([C:8]([O:10][C:11]([CH3:14])([CH3:13])[CH3:12])=[O:9])[CH2:5]1)=[N+]=[N-]. Product: [NH2:1][CH:4]1[CH2:5][N:6]([C:8]([O:10][C:11]([CH3:14])([CH3:13])[CH3:12])=[O:9])[CH2:7]1. The catalyst class is: 19. (5) Reactant: [Cl:1][C:2]1[CH:7]=[C:6]([Cl:8])[CH:5]=[CH:4][C:3]=1[C:9]1[C:10]([C:14]([OH:16])=O)=[N:11][NH:12][CH:13]=1.[CH3:17][N:18]1[CH2:23][CH2:22][N:21]([C:24]2[CH:31]=[CH:30][C:27]([CH2:28][NH2:29])=[CH:26][CH:25]=2)[CH2:20][CH2:19]1.CCN=C=NCCCN(C)C.C1C=CC2N(O)N=NC=2C=1. Product: [CH3:17][N:18]1[CH2:23][CH2:22][N:21]([C:24]2[CH:31]=[CH:30][C:27]([CH2:28][NH:29][C:14]([C:10]3[C:9]([C:3]4[CH:4]=[CH:5][C:6]([Cl:8])=[CH:7][C:2]=4[Cl:1])=[CH:13][NH:12][N:11]=3)=[O:16])=[CH:26][CH:25]=2)[CH2:20][CH2:19]1. The catalyst class is: 3. (6) Reactant: [F:1][C:2]1[CH:3]=[C:4]([CH:12]=[CH:13][C:14]([OH:16])=[O:15])[CH:5]=[CH:6][C:7]=1[C:8]([F:11])([F:10])[F:9]. Product: [F:1][C:2]1[CH:3]=[C:4]([CH2:12][CH2:13][C:14]([OH:16])=[O:15])[CH:5]=[CH:6][C:7]=1[C:8]([F:11])([F:10])[F:9]. The catalyst class is: 254. (7) Reactant: [NH2:1][C:2]1[CH:11]=[C:10]([C:12]([N:14]2[C:23]3[C:18](=[CH:19][CH:20]=[CH:21][CH:22]=3)[CH2:17][CH2:16][CH2:15]2)=[O:13])[CH:9]=[CH:8][C:3]=1[C:4]([O:6][CH3:7])=[O:5].C(=O)([O-])O.[Na+].[N+:29]([C:32]1[CH:40]=[CH:39][CH:38]=[CH:37][C:33]=1[C:34](Cl)=[O:35])([O-:31])=[O:30]. Product: [N:14]1([C:12]([C:10]2[CH:9]=[CH:8][C:3]([C:4]([O:6][CH3:7])=[O:5])=[C:2]([NH:1][C:34](=[O:35])[C:33]3[CH:37]=[CH:38][CH:39]=[CH:40][C:32]=3[N+:29]([O-:31])=[O:30])[CH:11]=2)=[O:13])[C:23]2[C:18](=[CH:19][CH:20]=[CH:21][CH:22]=2)[CH2:17][CH2:16][CH2:15]1. The catalyst class is: 1. (8) Reactant: [N+:1]([C:4]1[CH:9]=[CH:8][C:7]([N:10]2[C:18](=[O:19])[C:17]3[C:12](=[CH:13][CH:14]=[CH:15][CH:16]=3)[C:11]2=[O:20])=[CH:6][C:5]=1[S:21]([F:26])([F:25])([F:24])([F:23])[F:22])([O-])=O.[H][H]. Product: [NH2:1][C:4]1[CH:9]=[CH:8][C:7]([N:10]2[C:18](=[O:19])[C:17]3[C:12](=[CH:13][CH:14]=[CH:15][CH:16]=3)[C:11]2=[O:20])=[CH:6][C:5]=1[S:21]([F:26])([F:25])([F:22])([F:23])[F:24]. The catalyst class is: 19.